From a dataset of Forward reaction prediction with 1.9M reactions from USPTO patents (1976-2016). Predict the product of the given reaction. Given the reactants [NH:1]1[C:5]2[CH:6]=[CH:7][C:8]([C:10]3[S:11][C:12]4[C:17]([N:18]=3)=[CH:16][CH:15]=[C:14]([C:19]3([C:22]5[CH:27]=[CH:26][CH:25]=[CH:24][CH:23]=5)[CH2:21][CH2:20]3)[N:13]=4)=[CH:9][C:4]=2[N:3]=[CH:2]1.CN1CCCN2C1=NCCC2.[C:39]([O:43][CH2:44][CH3:45])(=[O:42])[CH:40]=[CH2:41], predict the reaction product. The product is: [C:22]1([C:19]2([C:14]3[N:13]=[C:12]4[S:11][C:10]([C:8]5[CH:7]=[CH:6][C:5]6[N:1]([CH2:41][CH2:40][C:39]([O:43][CH2:44][CH3:45])=[O:42])[CH:2]=[N:3][C:4]=6[CH:9]=5)=[N:18][C:17]4=[CH:16][CH:15]=3)[CH2:20][CH2:21]2)[CH:23]=[CH:24][CH:25]=[CH:26][CH:27]=1.